From a dataset of Forward reaction prediction with 1.9M reactions from USPTO patents (1976-2016). Predict the product of the given reaction. Given the reactants [CH2:1]([O:3][C:4]([C:6]1[C:15](=O)[C:14]2[C:9](=[CH:10][CH:11]=[C:12]([I:17])[CH:13]=2)[NH:8][CH:7]=1)=[O:5])[CH3:2].P(Cl)(Cl)([Cl:20])=O, predict the reaction product. The product is: [CH2:1]([O:3][C:4]([C:6]1[CH:7]=[N:8][C:9]2[C:14]([C:15]=1[Cl:20])=[CH:13][C:12]([I:17])=[CH:11][CH:10]=2)=[O:5])[CH3:2].